From a dataset of Full USPTO retrosynthesis dataset with 1.9M reactions from patents (1976-2016). Predict the reactants needed to synthesize the given product. (1) Given the product [NH2:2][CH2:1][C:3]1[N:7]([CH:8]2[CH2:9][CH2:10][N:11]([CH:14]3[CH2:20][CH2:19][CH2:18][N:17]([C:21]([O:23][CH2:24][CH3:25])=[O:22])[CH2:16][CH2:15]3)[CH2:12][CH2:13]2)[N:6]=[CH:5][CH:4]=1, predict the reactants needed to synthesize it. The reactants are: [C:1]([C:3]1[N:7]([CH:8]2[CH2:13][CH2:12][N:11]([CH:14]3[CH2:20][CH2:19][CH2:18][N:17]([C:21]([O:23][CH2:24][CH3:25])=[O:22])[CH2:16][CH2:15]3)[CH2:10][CH2:9]2)[N:6]=[CH:5][CH:4]=1)#[N:2]. (2) Given the product [Br:36][C:37]1[C:38]([CH2:47][CH3:48])=[C:39]([C:43]2[N:44]=[C:5]([C:4]3[CH:8]=[CH:9][C:10]([O:11][CH:12]([CH3:14])[CH3:13])=[C:2]([Cl:1])[CH:3]=3)[O:7][N:46]=2)[CH:40]=[CH:41][CH:42]=1, predict the reactants needed to synthesize it. The reactants are: [Cl:1][C:2]1[CH:3]=[C:4]([CH:8]=[CH:9][C:10]=1[O:11][CH:12]([CH3:14])[CH3:13])[C:5]([OH:7])=O.CCN=C=NCCCN(C)C.C1C=CC2N(O)N=NC=2C=1.[Br:36][C:37]1[C:38]([CH2:47][CH3:48])=[C:39]([C:43](=[NH:46])[NH:44]O)[CH:40]=[CH:41][CH:42]=1.CCCC[N+](CCCC)(CCCC)CCCC.[F-]. (3) Given the product [Cl:1][C:2]1[C:3]([NH:15][CH:16]2[CH2:26][CH2:25][C:19]3([CH2:24][CH2:23][N:22]([C:28]4[CH:29]=[CH:30][C:31]([C:34]#[N:35])=[CH:32][N:33]=4)[CH2:21][CH2:20]3)[CH2:18][CH2:17]2)=[N:4][C:5]([NH:8][C:9]2[CH:10]=[N:11][N:12]([CH3:14])[CH:13]=2)=[N:6][CH:7]=1, predict the reactants needed to synthesize it. The reactants are: [Cl:1][C:2]1[C:3]([NH:15][CH:16]2[CH2:26][CH2:25][C:19]3([CH2:24][CH2:23][NH:22][CH2:21][CH2:20]3)[CH2:18][CH2:17]2)=[N:4][C:5]([NH:8][C:9]2[CH:10]=[N:11][N:12]([CH3:14])[CH:13]=2)=[N:6][CH:7]=1.Cl[C:28]1[N:33]=[CH:32][C:31]([C:34]#[N:35])=[CH:30][CH:29]=1.CCN(CC)CC. (4) Given the product [CH2:20]([C@@:10]1([CH3:23])[CH2:9][C@H:8]([C:4]2[CH:5]=[CH:6][CH:7]=[C:2]([Cl:1])[CH:3]=2)[C@@H:24]([C:26]2[CH:27]=[CH:28][C:29]([Cl:32])=[CH:30][CH:31]=2)[N:13]([C@@H:14]([CH:17]([CH3:18])[CH3:19])[CH2:15][OH:16])[C:11]1=[O:12])[CH:21]=[CH2:22], predict the reactants needed to synthesize it. The reactants are: [Cl:1][C:2]1[CH:3]=[C:4]([C@H:8]([C@H:24]([C:26]2[CH:31]=[CH:30][C:29]([Cl:32])=[CH:28][CH:27]=2)O)[CH2:9][C@:10]([CH3:23])([CH2:20][CH:21]=[CH2:22])[C:11]([NH:13][C@@H:14]([CH:17]([CH3:19])[CH3:18])[CH2:15][OH:16])=[O:12])[CH:5]=[CH:6][CH:7]=1.C(N(CC)CC)C.CS(Cl)(=O)=O.CN(C)C1C2C(=CC=CC=2N(C)C)C=CC=1.O. (5) Given the product [NH2:9][C:3]1[N:4]=[CH:5][N:6]=[C:7]([NH:10][CH2:11][C:12]2([OH:25])[CH2:13][CH2:14][N:15]([C:18](=[O:20])[CH:42]=[CH2:43])[CH2:16][CH2:17]2)[C:2]=1[C:30]1[CH:31]=[CH:32][C:27]([O:26][C:33]2[CH:38]=[CH:37][CH:36]=[CH:35][CH:34]=2)=[CH:28][CH:29]=1, predict the reactants needed to synthesize it. The reactants are: Cl[C:2]1[C:3]([NH2:9])=[N:4][CH:5]=[N:6][C:7]=1Cl.[NH2:10][CH2:11][C:12]1([OH:25])[CH2:17][CH2:16][N:15]([C:18]([O:20]C(C)(C)C)=O)[CH2:14][CH2:13]1.[O:26]([C:33]1[CH:38]=[CH:37][C:36](B(O)O)=[CH:35][CH:34]=1)[C:27]1[CH:32]=[CH:31][CH:30]=[CH:29][CH:28]=1.[C:42](Cl)(=O)[CH:43]=C. (6) Given the product [Cl:13][C:9]1[CH:8]=[C:7]2[C:12](=[CH:11][CH:10]=1)[C:3](=[O:2])[NH:4][CH2:5][CH2:6]2, predict the reactants needed to synthesize it. The reactants are: C[O:2][C:3](=O)[NH:4][CH2:5][CH2:6][C:7]1[CH:12]=[CH:11][CH:10]=[C:9]([Cl:13])[CH:8]=1.N. (7) The reactants are: [Cl:1][C:2]1[CH:7]=[CH:6][C:5]([C:8]2([OH:41])[CH2:13][CH2:12][N:11]([CH2:14][CH2:15][CH:16]=[C:17]3[C:23]4[CH:24]=[CH:25][CH:26]=[N:27][C:22]=4[CH2:21][O:20][C:19]4[CH:28]=[CH:29][C:30]([O:32][C:33]([CH3:38])([CH3:37])[C:34]([OH:36])=O)=[CH:31][C:18]3=4)[CH2:10][C:9]2([CH3:40])[CH3:39])=[CH:4][CH:3]=1.Cl.C[N:44](C)CCCN=C=NCC.ON1C2C=CC=CC=2N=N1.[OH-].[NH4+]. Given the product [Cl:1][C:2]1[CH:7]=[CH:6][C:5]([C:8]2([OH:41])[CH2:13][CH2:12][N:11]([CH2:14][CH2:15][CH:16]=[C:17]3[C:23]4=[CH:24][CH:25]=[CH:26][NH:27][C:22]4=[CH:21][O:20][C:19]4[CH:28]=[CH:29][C:30]([O:32][C:33]([CH3:37])([CH3:38])[C:34]([NH2:44])=[O:36])=[CH:31][C:18]3=4)[CH2:10][C:9]2([CH3:40])[CH3:39])=[CH:4][CH:3]=1, predict the reactants needed to synthesize it. (8) Given the product [O:17]1[CH:21]=[N:20][N:19]=[C:18]1[C:22]1[CH:28]=[CH:27][C:25]([NH:26][C:2]2[N:7]=[C:6]([NH:8][C@H:9]([CH2:13][CH3:14])[C:10]([NH2:12])=[O:11])[CH:5]=[N:4][C:3]=2[C:15]#[N:16])=[CH:24][CH:23]=1, predict the reactants needed to synthesize it. The reactants are: Cl[C:2]1[N:7]=[C:6]([NH:8][C@H:9]([CH2:13][CH3:14])[C:10]([NH2:12])=[O:11])[CH:5]=[N:4][C:3]=1[C:15]#[N:16].[O:17]1[CH:21]=[N:20][N:19]=[C:18]1[C:22]1[CH:28]=[CH:27][C:25]([NH2:26])=[CH:24][CH:23]=1.C([O-])([O-])=O.[K+].[K+].C1C=CC(P(C2C(C3C(P(C4C=CC=CC=4)C4C=CC=CC=4)=CC=C4C=3C=CC=C4)=C3C(C=CC=C3)=CC=2)C2C=CC=CC=2)=CC=1. (9) Given the product [CH2:28]([N:11]1[C:12]2[C:17](=[CH:16][C:15]([F:20])=[C:14]([N:21]3[CH2:26][CH2:25][N:24]([CH3:27])[CH2:23][CH2:22]3)[CH:13]=2)[C:18](=[O:19])[N:9]([OH:8])[C:10]1=[O:30])[CH3:29], predict the reactants needed to synthesize it. The reactants are: C([O:8][N:9]1[C:18](=[O:19])[C:17]2[C:12](=[CH:13][C:14]([N:21]3[CH2:26][CH2:25][N:24]([CH3:27])[CH2:23][CH2:22]3)=[C:15]([F:20])[CH:16]=2)[N:11]([CH2:28][CH3:29])[C:10]1=[O:30])C1C=CC=CC=1.[H][H]. (10) Given the product [OH:26][CH:22]([C:23]([OH:29])([CH3:25])[CH3:24])[CH2:21][CH2:20][O:19][C:15]1[CH:16]=[N:17][CH:18]=[C:10]([NH:9][C:3]2[CH:4]=[CH:5][C:6]([I:8])=[CH:7][C:2]=2[F:1])[C:11]=1[C:12]([NH2:14])=[O:13], predict the reactants needed to synthesize it. The reactants are: [F:1][C:2]1[CH:7]=[C:6]([I:8])[CH:5]=[CH:4][C:3]=1[NH:9][C:10]1[CH:18]=[N:17][CH:16]=[C:15]([O:19][CH2:20][CH2:21][CH:22]=[C:23]([CH3:25])[CH3:24])[C:11]=1[C:12]([NH2:14])=[O:13].[OH2:26].CC(C)=[O:29].